From a dataset of Antibody developability classification from SAbDab with 2,409 antibodies. Regression/Classification. Given an antibody's heavy chain and light chain sequences, predict its developability. TAP uses regression for 5 developability metrics; SAbDab uses binary classification. (1) The antibody is ['6ayn', 'PROT_D746F282']. Result: 0 (not developable). (2) The antibody is ['EVQLVESGGGLVQPGGSLRLSCVTSGFTFRKFGMSWVRQAPGKGLEWVASIVTGGRKTYYSDSVKGRFTISRDNSKNTLYLQMNSLRAEDTAVYYCTRGYSSTSYAMDYWGQGTLVTVSS', 'DIVLTQSPATLSLSPGERATLSCMTSTDIDDDMNWYQQKPGQAPRLLISEGNTLRPGVPARFSGSGSGTDFTLTISSLEPEDFAVYYCLQSFNVPLTFGQGTKVEIK']. Result: 0 (not developable). (3) The antibody is ['QVQLVQSGAEVKKPGSSVKVSCKASGGTFRTYAMHWVRQAPGQGLEWMGGIVPYHGITDYAQKFQGRVTITADESTSTAYMELSSLRSEDTAVYYCARDDYSTYAFAYWGQGTLVTVSS', 'DIQMTQSPSSLSASVGDRVTITCRASQSIASYLAWYQQKPGKAPKLLIYDASNLQSGVPSRFSGSGSGTDFTLTISSLQPEDFATYYCQQAYKTPYTFGQGTKVEIK']. Result: 0 (not developable). (4) The antibody is ['EVALQQSGAELVKPGASVKLSCAASGFTIKDAYMHWVKQKPEQGLEWIGRIDSGSSNTNYDPTFKGKATITADDSSNTAYLQMSSLTSEDTAVYYCARVGLSYWYAMDYWGQGTSVTVSS', 'DIVMTQSPSSLTVTTGEKVTMTCKSSQSLLNSGAQKNYLTWYQQKPGQSPKLLIYWASTRESGVPDRFTGSGSGTDFTLSISGVQAEDLAVYYCQNNYNYPLTFGAGTKLELK']. Result: 1 (developable). (5) The antibody is ['QVQLVQSGGQMKKPGESMRISCRASGYEFIDCTLNWIRLAPGKRPEWMGWLKPRGGAVNYARPLQGRVTMTRQLSQDPDDPDWGTAFLELRSLTVDDTAVYFCTRGKNCDYNWDFEHWGRGTPVIVGG', 'EIVLTQSPGTLSLSPGETAIISCRTSQYGSLAWYQQRPGQAPRLVIYSGSTRAAGIPDRFSGSRWGPDYNLTISNLESGDFGVYYCQQYEFFGQGTKVQVG']. Result: 0 (not developable).